From a dataset of NCI-60 drug combinations with 297,098 pairs across 59 cell lines. Regression. Given two drug SMILES strings and cell line genomic features, predict the synergy score measuring deviation from expected non-interaction effect. Drug 1: CC(C1=C(C=CC(=C1Cl)F)Cl)OC2=C(N=CC(=C2)C3=CN(N=C3)C4CCNCC4)N. Drug 2: C1=NC(=NC(=O)N1C2C(C(C(O2)CO)O)O)N. Cell line: MCF7. Synergy scores: CSS=11.3, Synergy_ZIP=-0.460, Synergy_Bliss=5.32, Synergy_Loewe=2.78, Synergy_HSA=4.46.